This data is from NCI-60 drug combinations with 297,098 pairs across 59 cell lines. The task is: Regression. Given two drug SMILES strings and cell line genomic features, predict the synergy score measuring deviation from expected non-interaction effect. (1) Drug 1: C1CN(CCN1C(=O)CCBr)C(=O)CCBr. Drug 2: C1CN(P(=O)(OC1)NCCCl)CCCl. Cell line: HL-60(TB). Synergy scores: CSS=66.9, Synergy_ZIP=-1.95, Synergy_Bliss=-4.06, Synergy_Loewe=-32.0, Synergy_HSA=-5.13. (2) Synergy scores: CSS=4.88, Synergy_ZIP=-2.96, Synergy_Bliss=-1.32, Synergy_Loewe=-4.58, Synergy_HSA=-4.01. Cell line: MCF7. Drug 2: C1=NC2=C(N=C(N=C2N1C3C(C(C(O3)CO)O)F)Cl)N. Drug 1: CCC(=C(C1=CC=CC=C1)C2=CC=C(C=C2)OCCN(C)C)C3=CC=CC=C3.C(C(=O)O)C(CC(=O)O)(C(=O)O)O. (3) Drug 1: CC1C(C(CC(O1)OC2CC(CC3=C2C(=C4C(=C3O)C(=O)C5=C(C4=O)C(=CC=C5)OC)O)(C(=O)CO)O)N)O.Cl. Drug 2: C(CC(=O)O)C(=O)CN.Cl. Cell line: HL-60(TB). Synergy scores: CSS=12.1, Synergy_ZIP=0.253, Synergy_Bliss=2.01, Synergy_Loewe=-5.39, Synergy_HSA=2.71. (4) Drug 1: CC(CN1CC(=O)NC(=O)C1)N2CC(=O)NC(=O)C2. Drug 2: CC1=CC=C(C=C1)C2=CC(=NN2C3=CC=C(C=C3)S(=O)(=O)N)C(F)(F)F. Cell line: MDA-MB-231. Synergy scores: CSS=9.04, Synergy_ZIP=-4.81, Synergy_Bliss=-2.88, Synergy_Loewe=-4.95, Synergy_HSA=-3.03.